Predict which catalyst facilitates the given reaction. From a dataset of Catalyst prediction with 721,799 reactions and 888 catalyst types from USPTO. (1) Reactant: [CH3:1][S:2]([C:5]1[CH:10]=[CH:9][C:8]([C:11]2[C:12]([O:22][C:23]3[CH:28]=[CH:27][C:26]([O:29][CH2:30][CH2:31][N:32]4[CH2:37][CH2:36][CH2:35][CH2:34][CH2:33]4)=[CH:25][CH:24]=3)=[C:13]3[C:18](=[CH:19][CH:20]=2)[CH:17]=[C:16]([OH:21])[CH:15]=[CH:14]3)=[CH:7][CH:6]=1)(=[O:4])=[O:3].[C:38](Cl)(=[O:45])[C:39]1[CH:44]=[CH:43][CH:42]=[CH:41][CH:40]=1. Product: [CH3:1][S:2]([C:5]1[CH:6]=[CH:7][C:8]([C:11]2[C:12]([O:22][C:23]3[CH:28]=[CH:27][C:26]([O:29][CH2:30][CH2:31][N:32]4[CH2:37][CH2:36][CH2:35][CH2:34][CH2:33]4)=[CH:25][CH:24]=3)=[C:13]3[C:18](=[CH:19][CH:20]=2)[CH:17]=[C:16]([O:21][C:38](=[O:45])[C:39]2[CH:44]=[CH:43][CH:42]=[CH:41][CH:40]=2)[CH:15]=[CH:14]3)=[CH:9][CH:10]=1)(=[O:4])=[O:3]. The catalyst class is: 383. (2) Reactant: Cl.[NH2:2][CH:3]([C:6]1[CH:11]=[CH:10][C:9]([Cl:12])=[CH:8][CH:7]=1)[C:4]#[N:5].[CH2:13]([O:16][C:17]1[CH:18]=[C:19]([CH2:27][CH2:28][C:29](O)=[O:30])[CH:20]=[CH:21][C:22]=1[O:23][CH2:24][C:25]#[CH:26])[C:14]#[CH:15].N1C=CC=CC=1.CCN=C=NCCCN(C)C. Product: [Cl:12][C:9]1[CH:10]=[CH:11][C:6]([CH:3]([NH:2][C:29](=[O:30])[CH2:28][CH2:27][C:19]2[CH:20]=[CH:21][C:22]([O:23][CH2:24][C:25]#[CH:26])=[C:17]([O:16][CH2:13][C:14]#[CH:15])[CH:18]=2)[C:4]#[N:5])=[CH:7][CH:8]=1. The catalyst class is: 6. (3) Product: [CH2:29]([C@H:10]1[C@H:9]([OH:8])[C:13]2([CH2:15][CH2:14]2)[C:12](=[O:16])[N:11]1[C:17]1[CH:24]=[CH:23][C:20]([C:21]#[N:22])=[C:19]([C:25]([F:28])([F:26])[F:27])[CH:18]=1)[CH3:30]. The catalyst class is: 7. Reactant: [Si]([O:8][C@@H:9]1[C:13]2([CH2:15][CH2:14]2)[C:12](=[O:16])[N:11]([C:17]2[CH:24]=[CH:23][C:20]([C:21]#[N:22])=[C:19]([C:25]([F:28])([F:27])[F:26])[CH:18]=2)[C@H:10]1[CH2:29][CH3:30])(C(C)(C)C)(C)C.CO.Cl.C(=O)([O-])O.[Na+]. (4) Reactant: Cl.[Br:2][C:3]1[S:4][C:5]([CH2:8][NH2:9])=[CH:6][N:7]=1.[Cl:10][C:11]1[CH:16]=[CH:15][CH:14]=[CH:13][C:12]=1[S:17](Cl)(=[O:19])=[O:18].C(N(CC)C(C)C)(C)C. Product: [Br:2][C:3]1[S:4][C:5]([CH2:8][NH:9][S:17]([C:12]2[CH:13]=[CH:14][CH:15]=[CH:16][C:11]=2[Cl:10])(=[O:19])=[O:18])=[CH:6][N:7]=1. The catalyst class is: 4.